From a dataset of Reaction yield outcomes from USPTO patents with 853,638 reactions. Predict the reaction yield, written as a fraction of the theoretical maximum amount of product (1.0 means a 100% yield; for example, 0.34 means a 34% yield). (1) The reactants are [CH:1]([C:4]1[CH:9]=[CH:8][C:7]([CH:10]2[C:14]3[C:15]([CH3:23])=[C:16]([NH:20][CH:21]=[O:22])[C:17]([CH3:19])=[CH:18][C:13]=3[O:12][CH2:11]2)=[CH:6][CH:5]=1)([CH3:3])[CH3:2].CCCCCC.[C:30](OCC)(=[O:32])C. No catalyst specified. The product is [CH:30]([C:18]1[C:13]2[O:12][CH2:11][CH:10]([C:7]3[CH:6]=[CH:5][C:4]([CH:1]([CH3:3])[CH3:2])=[CH:9][CH:8]=3)[C:14]=2[C:15]([CH3:23])=[C:16]([NH:20][CH:21]=[O:22])[C:17]=1[CH3:19])=[O:32]. The yield is 0.920. (2) The reactants are [NH2:1][C:2]1[CH:7]=[CH:6][C:5](Br)=[CH:4][C:3]=1[NH:9][C:10]([N:12]1[CH2:16][CH2:15][CH2:14][CH2:13]1)=[O:11].[N:17]1[CH:22]=[CH:21][CH:20]=[C:19](B(O)O)[CH:18]=1.C(=O)(O)[O-].[Na+]. The catalyst is C1COCC1.O.[Pd]. The product is [NH2:1][C:2]1[CH:7]=[CH:6][C:5]([C:19]2[CH:18]=[N:17][CH:22]=[CH:21][CH:20]=2)=[CH:4][C:3]=1[NH:9][C:10]([N:12]1[CH2:16][CH2:15][CH2:14][CH2:13]1)=[O:11]. The yield is 0.630. (3) No catalyst specified. The product is [F:8][C:9]1[CH:10]=[C:11]([NH:20][C:21]([C@H:23]2[C:32]3[C:27](=[CH:28][C:29]([CH2:33][O:34][CH3:35])=[CH:30][CH:31]=3)[CH2:26][CH2:25][N:24]2[C:36]([C@H:38]2[CH2:41][C@H:40]([CH2:42][C:43]([OH:45])=[O:44])[CH2:39]2)=[O:37])=[O:22])[CH:12]=[C:13]2[C:17]=1[C:16]([CH3:19])([CH3:18])[CH2:15][CH2:14]2. The reactants are C(O)(C(F)(F)F)=O.[F:8][C:9]1[CH:10]=[C:11]([NH:20][C:21]([C@H:23]2[C:32]3[C:27](=[CH:28][C:29]([CH2:33][O:34][CH3:35])=[CH:30][CH:31]=3)[CH2:26][CH2:25][N:24]2[C:36]([C@H:38]2[CH2:41][C@H:40]([CH2:42][C:43]([O:45]C(C)(C)C)=[O:44])[CH2:39]2)=[O:37])=[O:22])[CH:12]=[C:13]2[C:17]=1[C:16]([CH3:19])([CH3:18])[CH2:15][CH2:14]2.C(=O)([O-])O.[Na+]. The yield is 0.760. (4) The reactants are [CH3:1][C:2]([C:6]1[CH:11]=[CH:10][C:9]([N+:12]([O-:14])=[O:13])=[CH:8][CH:7]=1)([CH3:5])[CH2:3][NH2:4].[OH-].[Na+].[CH3:17][C:18]([O:21][C:22](O[C:22]([O:21][C:18]([CH3:20])([CH3:19])[CH3:17])=[O:23])=[O:23])([CH3:20])[CH3:19].OS([O-])(=O)=O.[K+]. The catalyst is O1CCOCC1.O. The product is [CH3:5][C:2]([C:6]1[CH:11]=[CH:10][C:9]([N+:12]([O-:14])=[O:13])=[CH:8][CH:7]=1)([CH3:1])[CH2:3][NH:4][C:22](=[O:23])[O:21][C:18]([CH3:20])([CH3:19])[CH3:17]. The yield is 0.800. (5) The reactants are [Cl:1][C:2]1[CH:8]=[CH:7][C:5]([NH2:6])=[CH:4][CH:3]=1.B(Cl)(Cl)Cl.[C:13]([C:15]1[CH:20]=[CH:19][N:18]=[CH:17][CH:16]=1)#N.[Al+3].[Cl-].[Cl-].[Cl-].Cl.[OH-:26].[Na+]. The catalyst is C(Cl)Cl.O. The product is [NH2:6][C:5]1[CH:7]=[CH:8][C:2]([Cl:1])=[CH:3][C:4]=1[C:13]([C:15]1[CH:20]=[CH:19][N:18]=[CH:17][CH:16]=1)=[O:26]. The yield is 0.750.